This data is from Catalyst prediction with 721,799 reactions and 888 catalyst types from USPTO. The task is: Predict which catalyst facilitates the given reaction. (1) Reactant: [F:1][C:2]1[CH:3]=[C:4]([NH:13]C(=O)C)[CH:5]=[CH:6][C:7]=1[S:8](=[O:12])(=[O:11])[NH:9][CH3:10].[OH-].[Na+]. Product: [NH2:13][C:4]1[CH:5]=[CH:6][C:7]([S:8]([NH:9][CH3:10])(=[O:12])=[O:11])=[C:2]([F:1])[CH:3]=1. The catalyst class is: 33. (2) The catalyst class is: 16. Product: [CH:43]([C@:39]12[CH2:38][CH2:37][C@@:35]3([CH3:36])[C@@H:31]([CH2:32][C@@H:33]([OH:45])[CH2:34]3)[C@@H:30]1[CH2:29][CH2:28][C:27]1[CH:26]=[C:25]([OH:24])[CH:42]=[CH:41][C:40]2=1)=[CH2:2]. Reactant: [I-].[C:2]1(C([PH3+])(C2C=CC=CC=2)C2C=CC=CC=2)C=CC=CC=1.[H-].[Na+].[OH:24][C:25]1[CH:42]=[CH:41][C:40]2[C@:39]3([CH:43]=O)[C@H:30]([C@H:31]4[C@@:35]([CH2:37][CH2:38]3)([CH3:36])[CH2:34][C@H:33]([OH:45])[CH2:32]4)[CH2:29][CH2:28][C:27]=2[CH:26]=1.O.